The task is: Predict the product of the given reaction.. This data is from Forward reaction prediction with 1.9M reactions from USPTO patents (1976-2016). (1) Given the reactants [F:1][C@H:2]([C:4]1[S:8][C:7]2=[N:9][C:10]([C:12]3[O:13][C:14]4[C:15](=[C:17]([OH:23])[CH:18]=[C:19]([O:21][CH3:22])[CH:20]=4)[CH:16]=3)=[CH:11][N:6]2[N:5]=1)[CH3:3].O[CH2:25][C:26]1[N:27]=[C:28]([C:31]2([OH:37])[CH2:36][CH2:35][O:34][CH2:33][CH2:32]2)[S:29][CH:30]=1.C(P(CCCC)CCCC)CCC.N(C(N1CCCCC1)=O)=NC(N1CCCCC1)=O, predict the reaction product. The product is: [F:1][C@H:2]([C:4]1[S:8][C:7]2=[N:9][C:10]([C:12]3[O:13][C:14]4[CH:20]=[C:19]([O:21][CH3:22])[CH:18]=[C:17]([O:23][CH2:25][C:26]5[N:27]=[C:28]([C:31]6([OH:37])[CH2:36][CH2:35][O:34][CH2:33][CH2:32]6)[S:29][CH:30]=5)[C:15]=4[CH:16]=3)=[CH:11][N:6]2[N:5]=1)[CH3:3]. (2) Given the reactants C([O:5][C:6](=[O:18])[CH2:7][CH:8]([NH:11][C:12]([O:14][CH2:15][CH:16]=[CH2:17])=[O:13])[CH2:9][OH:10])(C)(C)C.[CH:19]1([CH2:25]O)[CH2:24][CH2:23][CH2:22][CH2:21][CH2:20]1, predict the reaction product. The product is: [CH2:15]([O:14][C:12](=[O:13])[NH:11][CH:8]1[CH2:7][C:6](=[O:5])[O:18][CH:9]1[O:10][CH2:25][CH:19]1[CH2:24][CH2:23][CH2:22][CH2:21][CH2:20]1)[CH:16]=[CH2:17]. (3) Given the reactants B.CSC.[Br:5][CH2:6][C:7]1[CH:8]=[C:9]([CH2:14][C:15](O)=[O:16])[CH:10]=[C:11]([F:13])[CH:12]=1, predict the reaction product. The product is: [Br:5][CH2:6][C:7]1[CH:8]=[C:9]([CH2:14][CH2:15][OH:16])[CH:10]=[C:11]([F:13])[CH:12]=1. (4) Given the reactants [Br:1][C:2]1[CH:3]=[CH:4][C:5]([O:18][CH2:19][C:20]2[CH:25]=[CH:24][CH:23]=[CH:22][CH:21]=2)=[C:6]([CH2:8][N:9]2[C:13]([CH3:14])=[CH:12][C:11]([C:15]([OH:17])=O)=[N:10]2)[CH:7]=1.S(Cl)(Cl)=O.[CH2:30]([N:32](CC)CC)[CH3:31].C(OC(OCC)CN)C.C1(P(C2C=CC=CC=2)C2C=CC=CC=2)C=CC=CC=1.II, predict the reaction product. The product is: [Br:1][C:2]1[CH:3]=[CH:4][C:5]([O:18][CH2:19][C:20]2[CH:25]=[CH:24][CH:23]=[CH:22][CH:21]=2)=[C:6]([CH2:8][N:9]2[C:13]([CH3:14])=[CH:12][C:11]([C:15]3[O:17][CH:31]=[CH:30][N:32]=3)=[N:10]2)[CH:7]=1. (5) Given the reactants BrC1C=C([C:8]2[N:16]3[C:11]([CH:12]=[N:13][C:14]([NH:17][C:18]4[CH:23]=[C:22]([O:24][CH3:25])[C:21]([O:26][CH3:27])=[C:20]([O:28][CH3:29])[CH:19]=4)=[N:15]3)=[C:10]([CH3:30])[N:9]=2)C=CC=1.C(S(C1C=CC(OC)=C(C=1)N)(=O)=O)C.C(P(C(C)(C)C)C1C=CC=CC=1C1C=CC=CC=1)(C)(C)C.CC(C)([O-])C.[Na+], predict the reaction product. The product is: [CH3:30][C:10]1[N:9]=[CH:8][N:16]2[C:11]=1[CH:12]=[N:13][C:14]([NH:17][C:18]1[CH:19]=[C:20]([O:28][CH3:29])[C:21]([O:26][CH3:27])=[C:22]([O:24][CH3:25])[CH:23]=1)=[N:15]2. (6) Given the reactants [CH3:1][O:2][C:3]1[CH:4]=[C:5]([CH:11]2[CH:16]=[N:15][NH:14][C:13](=[O:17])[CH2:12]2)[CH:6]=[CH:7][C:8]=1[O:9][CH3:10].CS(C)=O.BrN1C(=O)CCC1=O, predict the reaction product. The product is: [CH3:1][O:2][C:3]1[CH:4]=[C:5]([C:11]2[CH:16]=[N:15][NH:14][C:13](=[O:17])[CH:12]=2)[CH:6]=[CH:7][C:8]=1[O:9][CH3:10].